From a dataset of Catalyst prediction with 721,799 reactions and 888 catalyst types from USPTO. Predict which catalyst facilitates the given reaction. (1) Reactant: [CH3:1][S-:2].[Na+].Cl[CH2:5][C:6]1[O:10][C:9]([CH2:11][N:12]([CH2:25][C:26]([F:29])([F:28])[F:27])[C:13]2[CH:20]=[CH:19][C:16]([C:17]#[N:18])=[C:15]([C:21]([F:24])([F:23])[F:22])[CH:14]=2)=[CH:8][CH:7]=1. Product: [CH3:1][S:2][CH2:5][C:6]1[O:10][C:9]([CH2:11][N:12]([CH2:25][C:26]([F:29])([F:28])[F:27])[C:13]2[CH:20]=[CH:19][C:16]([C:17]#[N:18])=[C:15]([C:21]([F:24])([F:23])[F:22])[CH:14]=2)=[CH:8][CH:7]=1. The catalyst class is: 3. (2) Reactant: [C:1]([NH:11][CH2:12][CH2:13][C:14]([OH:16])=O)([O:3][CH2:4][C:5]1[CH:10]=[CH:9][CH:8]=[CH:7][CH:6]=1)=[O:2].CN(C(ON1N=NC2C1=CC=CC=2)=[N+](C)C)C.F[P-](F)(F)(F)(F)F.ON1C2C=CC=CC=2N=N1.C(N(C(C)C)CC)(C)C.[C:60]([C:62]1[CH:63]=[C:64]([CH:87]([CH3:89])[CH3:88])[C:65]2[O:69][C:68]([C:70]3[CH:85]=[CH:84][C:73]([C:74]([NH:76][CH2:77][CH:78]4[CH2:83][CH2:82][NH:81][CH2:80][CH2:79]4)=[O:75])=[CH:72][CH:71]=3)=[N:67][C:66]=2[CH:86]=1)#[N:61]. Product: [C:60]([C:62]1[CH:63]=[C:64]([CH:87]([CH3:89])[CH3:88])[C:65]2[O:69][C:68]([C:70]3[CH:71]=[CH:72][C:73]([C:74]([NH:76][CH2:77][CH:78]4[CH2:83][CH2:82][N:81]([C:14](=[O:16])[CH2:13][CH2:12][NH:11][C:1](=[O:2])[O:3][CH2:4][C:5]5[CH:6]=[CH:7][CH:8]=[CH:9][CH:10]=5)[CH2:80][CH2:79]4)=[O:75])=[CH:84][CH:85]=3)=[N:67][C:66]=2[CH:86]=1)#[N:61]. The catalyst class is: 503. (3) Reactant: Cl.[F:2][C:3]1[CH:8]=[C:7]([F:9])[CH:6]=[CH:5][C:4]=1[CH:10]([F:17])[CH:11]1[CH2:16][CH2:15][NH:14][CH2:13][CH2:12]1.Cl[C:19]1[N:20]=[C:21]2[CH:29]=[CH:28][N:27]=[CH:26][C:22]2=[N:23][C:24]=1[Cl:25].CCN(C(C)C)C(C)C. Product: [Cl:25][C:24]1[N:23]=[C:22]2[CH:26]=[N:27][CH:28]=[CH:29][C:21]2=[N:20][C:19]=1[N:14]1[CH2:15][CH2:16][CH:11]([CH:10]([C:4]2[CH:5]=[CH:6][C:7]([F:9])=[CH:8][C:3]=2[F:2])[F:17])[CH2:12][CH2:13]1. The catalyst class is: 2. (4) Reactant: C[OH:2].[Br:3][C:4]1[CH:9]=[CH:8][C:7]([CH2:10][C:11]#N)=[C:6]([F:13])[CH:5]=1.O.[C:15]([O-])([O-])=[O:16].[Na+].[Na+]. Product: [CH3:15][O:16][C:11](=[O:2])[CH2:10][C:7]1[CH:8]=[CH:9][C:4]([Br:3])=[CH:5][C:6]=1[F:13]. The catalyst class is: 2. (5) Reactant: [CH:1]([C@H:3]1[CH2:7][CH2:6][C:5](=[O:8])[N:4]1[CH2:9][CH2:10][CH2:11][CH2:12][CH2:13][CH2:14][C:15]([O:17][CH3:18])=[O:16])=O.[O:19]=[C:20]([CH2:28][CH2:29][CH2:30][CH2:31][C:32]1[CH:37]=[CH:36][CH:35]=[CH:34][CH:33]=1)[CH2:21]P(=O)(OC)OC.[Cl-].[Li+].C(N(CC)CC)C.[Cl-].[NH4+]. Product: [O:8]=[C:5]1[CH2:6][CH2:7][C@H:3](/[CH:1]=[CH:21]/[C:20](=[O:19])[CH2:28][CH2:29][CH2:30][CH2:31][C:32]2[CH:33]=[CH:34][CH:35]=[CH:36][CH:37]=2)[N:4]1[CH2:9][CH2:10][CH2:11][CH2:12][CH2:13][CH2:14][C:15]([O:17][CH3:18])=[O:16]. The catalyst class is: 1. (6) Reactant: C(OC([N:8]1[CH2:12][CH2:11][CH:10]([C:13]2[CH:18]=[CH:17][C:16]([S:19]([C:22]3[CH:27]=[CH:26][CH:25]=[C:24]([F:28])[CH:23]=3)(=[O:21])=[O:20])=[CH:15][C:14]=2[CH2:29][O:30][C:31](=[O:35])[N:32]([CH3:34])[CH3:33])[CH2:9]1)=O)(C)(C)C.C(O)(C(F)(F)F)=O. Product: [F:28][C:24]1[CH:23]=[C:22]([S:19]([C:16]2[CH:17]=[CH:18][C:13]([CH:10]3[CH2:11][CH2:12][NH:8][CH2:9]3)=[C:14]([CH:15]=2)[CH2:29][O:30][C:31](=[O:35])[N:32]([CH3:34])[CH3:33])(=[O:20])=[O:21])[CH:27]=[CH:26][CH:25]=1. The catalyst class is: 2. (7) Reactant: O1CCCC1.[OH:6][C:7]1[CH:12]=[CH:11][C:10]([C:13](=[O:16])[CH2:14][CH3:15])=[CH:9][CH:8]=1.C(N(CC)CC)C.[CH3:24][S:25](Cl)(=[O:27])=[O:26]. Product: [CH3:24][S:25]([O:6][C:7]1[CH:8]=[CH:9][C:10]([C:13](=[O:16])[CH2:14][CH3:15])=[CH:11][CH:12]=1)(=[O:27])=[O:26]. The catalyst class is: 84.